From a dataset of Reaction yield outcomes from USPTO patents with 853,638 reactions. Predict the reaction yield, written as a fraction of the theoretical maximum amount of product (1.0 means a 100% yield; for example, 0.34 means a 34% yield). (1) The catalyst is C1COCC1.O1CCCC1.CCCCCCC.C(C1C=CC=CC=1)C. The yield is 0.0790. The product is [CH2:32]([CH:16]1[S:15](=[O:18])(=[O:17])[C:14]([CH3:20])([CH3:19])[C:13]([NH:21][C:22](=[O:28])[O:23][C:24]([CH3:27])([CH3:26])[CH3:25])=[N:12][C:11]1([C:3]1[CH:4]=[C:5]([N+:8]([O-:10])=[O:9])[CH:6]=[CH:7][C:2]=1[F:1])[CH3:29])[CH:30]=[CH2:31]. The reactants are [F:1][C:2]1[CH:7]=[CH:6][C:5]([N+:8]([O-:10])=[O:9])=[CH:4][C:3]=1[C:11]1([CH3:29])[CH2:16][S:15](=[O:18])(=[O:17])[C:14]([CH3:20])([CH3:19])[C:13]([NH:21][C:22](=[O:28])[O:23][C:24]([CH3:27])([CH3:26])[CH3:25])=[N:12]1.[CH:30]([N-]C(C)C)([CH3:32])[CH3:31].[Li+].C(Br)C=C. (2) The reactants are O[CH2:2][C@@H:3]([NH:15][C:16](=[O:22])[O:17][C:18]([CH3:21])([CH3:20])[CH3:19])[CH2:4][C:5]1[CH:10]=[CH:9][CH:8]=[CH:7][C:6]=1[C:11]([F:14])([F:13])[F:12].C1(P(C2C=CC=CC=2)C2C=CC=CC=2)C=CC=CC=1.[C:42]1(=[O:52])[NH:46][C:45](=[O:47])[C:44]2=[CH:48][CH:49]=[CH:50][CH:51]=[C:43]12.N(C(OCC)=O)=NC(OCC)=O. The catalyst is C1COCC1. The product is [O:47]=[C:45]1[C:44]2[C:43](=[CH:51][CH:50]=[CH:49][CH:48]=2)[C:42](=[O:52])[N:46]1[CH2:2][C@@H:3]([NH:15][C:16](=[O:22])[O:17][C:18]([CH3:21])([CH3:20])[CH3:19])[CH2:4][C:5]1[CH:10]=[CH:9][CH:8]=[CH:7][C:6]=1[C:11]([F:14])([F:13])[F:12]. The yield is 0.540.